From a dataset of Reaction yield outcomes from USPTO patents with 853,638 reactions. Predict the reaction yield, written as a fraction of the theoretical maximum amount of product (1.0 means a 100% yield; for example, 0.34 means a 34% yield). (1) The reactants are I[C:2]1[CH:6]=[CH:5][O:4][N:3]=1.[SiH3:7][O:8][SiH3:9].[CH3:10][N:11](C=O)C. The catalyst is C(OCC)(=O)C.[C-]#N.[Zn+2].[C-]#N.C1C=CC([P]([Pd]([P](C2C=CC=CC=2)(C2C=CC=CC=2)C2C=CC=CC=2)([P](C2C=CC=CC=2)(C2C=CC=CC=2)C2C=CC=CC=2)[P](C2C=CC=CC=2)(C2C=CC=CC=2)C2C=CC=CC=2)(C2C=CC=CC=2)C2C=CC=CC=2)=CC=1. The product is [C:10]([C:2]1[CH:6]=[CH:5][O:4][N:3]=1)#[N:11].[SiH3:7][O:8][SiH3:9]. The yield is 0.465. (2) The reactants are ClC1C=C(C=CC=1)C(OO)=[O:6].[C:12]([C:14]1[CH:19]=[CH:18][C:17]([CH:20]2[CH2:25][CH2:24][N:23]([C:26]([C:28]3[CH:29]=[CH:30][C:31]([CH3:41])=[C:32]([NH:34][S:35]([CH2:38][CH:39]=[CH2:40])(=[O:37])=[O:36])[CH:33]=3)=[O:27])[CH2:22][CH2:21]2)=[CH:16][CH:15]=1)#[N:13]. The catalyst is C(Cl)Cl. The product is [C:12]([C:14]1[CH:19]=[CH:18][C:17]([CH:20]2[CH2:25][CH2:24][N:23]([C:26]([C:28]3[CH:29]=[CH:30][C:31]([CH3:41])=[C:32]([NH:34][S:35]([CH2:38][CH:39]4[CH2:40][O:6]4)(=[O:37])=[O:36])[CH:33]=3)=[O:27])[CH2:22][CH2:21]2)=[CH:16][CH:15]=1)#[N:13]. The yield is 0.299.